Dataset: Catalyst prediction with 721,799 reactions and 888 catalyst types from USPTO. Task: Predict which catalyst facilitates the given reaction. (1) Reactant: [C:1]([O:5][C:6]([N:8]1[CH2:13][CH2:12][O:11][CH2:10][C@H:9]1[C:14]([OH:16])=O)=[O:7])([CH3:4])([CH3:3])[CH3:2].[NH2:17][C:18]1[S:19][CH:20]=[C:21]([C:23]2[CH:34]=[CH:33][C:26]([C:27]([NH:29][CH:30]3[CH2:32][CH2:31]3)=[O:28])=[CH:25][CH:24]=2)[N:22]=1.C(N=C=NC(C)C)(C)C.C(#N)C. Product: [C:1]([O:5][C:6]([N:8]1[CH2:13][CH2:12][O:11][CH2:10][C@H:9]1[C:14](=[O:16])[NH:17][C:18]1[S:19][CH:20]=[C:21]([C:23]2[CH:24]=[CH:25][C:26]([C:27](=[O:28])[NH:29][CH:30]3[CH2:32][CH2:31]3)=[CH:33][CH:34]=2)[N:22]=1)=[O:7])([CH3:2])([CH3:3])[CH3:4]. The catalyst class is: 4. (2) Reactant: [OH:1][CH2:2][C:3]1[CH:8]=[CH:7][C:6]([C:9]2[C:18]3[C:13](=[CH:14][CH:15]=[CH:16][CH:17]=3)[C:12]([N:19]3[CH2:24][CH2:23][N:22]([C:25]([C:27]4[CH:32]=[CH:31][CH:30]=[CH:29][CH:28]=4)=[O:26])[CH2:21][C@H:20]3[CH3:33])=[N:11][N:10]=2)=[CH:5][CH:4]=1.ClC(Cl)(Cl)[C:36]([N:38]=C=O)=[O:37]. Product: [C:36](=[O:37])([O:1][CH2:2][C:3]1[CH:8]=[CH:7][C:6]([C:9]2[C:18]3[C:13](=[CH:14][CH:15]=[CH:16][CH:17]=3)[C:12]([N:19]3[CH2:24][CH2:23][N:22]([C:25](=[O:26])[C:27]4[CH:32]=[CH:31][CH:30]=[CH:29][CH:28]=4)[CH2:21][C@H:20]3[CH3:33])=[N:11][N:10]=2)=[CH:5][CH:4]=1)[NH2:38]. The catalyst class is: 22. (3) Reactant: [OH:1][N:2]1[C:6](=[O:7])[CH2:5][CH2:4][C:3]1=[O:8].[C:9]([O:13][C:14]([NH:16][C:17]([CH3:22])([C:19](O)=[O:20])[CH3:18])=[O:15])([CH3:12])([CH3:11])[CH3:10].CN(C)CCCN=C=NCC. Product: [O:8]=[C:3]1[CH2:4][CH2:5][C:6](=[O:7])[N:2]1[O:1][C:19](=[O:20])[C:17]([NH:16][C:14]([O:13][C:9]([CH3:12])([CH3:11])[CH3:10])=[O:15])([CH3:22])[CH3:18]. The catalyst class is: 4. (4) Reactant: [CH3:1][O-:2].[Na+].[Cl:4][C:5]1[CH:14]=[C:13](Cl)[C:12]2[C:7](=[CH:8][C:9]([C:16]3[C:21]([C:22]([F:25])([F:24])[F:23])=[CH:20][CH:19]=[CH:18][N:17]=3)=[CH:10][CH:11]=2)[N:6]=1.O. Product: [Cl:4][C:5]1[CH:14]=[C:13]([O:2][CH3:1])[C:12]2[C:7](=[CH:8][C:9]([C:16]3[C:21]([C:22]([F:25])([F:24])[F:23])=[CH:20][CH:19]=[CH:18][N:17]=3)=[CH:10][CH:11]=2)[N:6]=1. The catalyst class is: 1. (5) Reactant: C(N(CC)CC)C.[Cl:8][C:9]1[CH:10]=[C:11]2[C:15](=[CH:16][CH:17]=1)[NH:14][CH:13]=[C:12]2[CH2:18][NH2:19].[Cl:20][CH2:21][C:22]1[CH:30]=[CH:29][C:25]([C:26](Cl)=[O:27])=[CH:24][CH:23]=1. Product: [Cl:8][C:9]1[CH:10]=[C:11]2[C:15](=[CH:16][CH:17]=1)[NH:14][CH:13]=[C:12]2[CH2:18][NH:19][C:26](=[O:27])[C:25]1[CH:29]=[CH:30][C:22]([CH2:21][Cl:20])=[CH:23][CH:24]=1. The catalyst class is: 4.